From a dataset of Reaction yield outcomes from USPTO patents with 853,638 reactions. Predict the reaction yield, written as a fraction of the theoretical maximum amount of product (1.0 means a 100% yield; for example, 0.34 means a 34% yield). The reactants are [C:1]1([C:7]([CH3:12])=[CH:8]C(O)=O)[CH:6]=[CH:5][CH:4]=[CH:3][CH:2]=1.C1(P(N=[N+]=[N-])(C2C=CC=CC=2)=[O:20])C=CC=CC=1.C([N:32]([CH2:35]C)CC)C. The catalyst is C1C=CC=CC=1. The product is [CH3:12][C:7]1[C:1]2[C:2](=[CH:3][CH:4]=[CH:5][CH:6]=2)[C:35](=[O:20])[NH:32][CH:8]=1. The yield is 0.630.